Dataset: Catalyst prediction with 721,799 reactions and 888 catalyst types from USPTO. Task: Predict which catalyst facilitates the given reaction. (1) Reactant: [OH:1][C:2]([CH3:19])([CH3:18])[CH2:3][C@H:4]1[CH2:8][O:7][C:6]([CH3:10])([CH3:9])[N:5]1[C:11]([O:13][C:14]([CH3:17])([CH3:16])[CH3:15])=[O:12].[H-].[Na+].I[CH3:23]. Product: [CH3:23][O:1][C:2]([CH3:19])([CH3:18])[CH2:3][C@H:4]1[CH2:8][O:7][C:6]([CH3:10])([CH3:9])[N:5]1[C:11]([O:13][C:14]([CH3:17])([CH3:16])[CH3:15])=[O:12]. The catalyst class is: 1. (2) Reactant: Cl[C:2]1[C:11]2[C:6](=[CH:7][C:8]([O:19][CH3:20])=[C:9]([S:12]([C:15]([CH3:18])([CH3:17])[CH3:16])(=[O:14])=[O:13])[CH:10]=2)[N:5]=[CH:4][N:3]=1.[F:21][C:22]1[CH:23]=[C:24]2[C:30]([NH2:31])=[N:29][NH:28][C:25]2=[N:26][CH:27]=1. Product: [CH3:16][C:15]([S:12]([C:9]1[CH:10]=[C:11]2[C:6](=[CH:7][C:8]=1[O:19][CH3:20])[N:5]=[CH:4][N:3]=[C:2]2[NH:31][C:30]1[C:24]2[C:25](=[N:26][CH:27]=[C:22]([F:21])[CH:23]=2)[NH:28][N:29]=1)(=[O:14])=[O:13])([CH3:18])[CH3:17]. The catalyst class is: 37. (3) Reactant: C([O:3][C:4](=[O:36])[CH2:5][CH:6]1[O:10][B:9]([OH:11])[C:8]2[CH:12]=[C:13]([O:17][C:18]3[CH:23]=[CH:22][CH:21]=[C:20]([O:24][CH2:25][CH2:26][CH2:27][NH:28][C:29]([O:31][C:32]([CH3:35])([CH3:34])[CH3:33])=[O:30])[CH:19]=3)[CH:14]=[C:15]([CH3:16])[C:7]1=2)C.[Li+].[OH-].Cl. Product: [C:32]([O:31][C:29]([NH:28][CH2:27][CH2:26][CH2:25][O:24][C:20]1[CH:19]=[C:18]([CH:23]=[CH:22][CH:21]=1)[O:17][C:13]1[CH:14]=[C:15]([CH3:16])[C:7]2[CH:6]([CH2:5][C:4]([OH:36])=[O:3])[O:10][B:9]([OH:11])[C:8]=2[CH:12]=1)=[O:30])([CH3:35])([CH3:33])[CH3:34]. The catalyst class is: 731. (4) Reactant: [NH2:1][C:2]1[C:13]([O:14][C:15]2[CH:20]=[C:19]([O:21][CH2:22][CH2:23][CH3:24])[CH:18]=[C:17]([OH:25])[CH:16]=2)=[CH:12][C:5]2[N:6]([CH3:11])[C:7](=[O:10])[N:8]([CH3:9])[C:4]=2[CH:3]=1.C(=O)([O-])[O-].[K+].[K+].Br[CH2:33][CH2:34][CH2:35][CH2:36][CH2:37][CH2:38][N:39]1[C:47](=[O:48])[C:46]2[C:41](=[CH:42][CH:43]=[CH:44][CH:45]=2)[C:40]1=[O:49].O. Product: [NH2:1][C:2]1[C:13]([O:14][C:15]2[CH:16]=[C:17]([CH:18]=[C:19]([O:21][CH2:22][CH2:23][CH3:24])[CH:20]=2)[O:25][CH2:33][CH2:34][CH2:35][CH2:36][CH2:37][CH2:38][N:39]2[C:47](=[O:48])[C:46]3[C:41](=[CH:42][CH:43]=[CH:44][CH:45]=3)[C:40]2=[O:49])=[CH:12][C:5]2[N:6]([CH3:11])[C:7](=[O:10])[N:8]([CH3:9])[C:4]=2[CH:3]=1. The catalyst class is: 3. (5) Reactant: [CH3:1][C:2]12[CH2:18][CH2:17][C:16]([O:19]C(=O)C)=[CH:15][C:14]1=[CH:13][CH2:12][CH:11]1[CH:3]2[C:4](=[O:30])[CH2:5][C:6]2([CH3:29])[CH:10]1[CH2:9][CH2:8][CH:7]2[C:23]1([CH3:28])[O:27][CH2:26][CH2:25][O:24]1.C(O)C.C1COCC1.[BH4-].[Na+]. Product: [CH3:1][C:2]12[CH2:18][CH2:17][CH:16]([OH:19])[CH2:15][C:14]1=[CH:13][CH2:12][CH:11]1[CH:3]2[CH:4]([OH:30])[CH2:5][C:6]2([CH3:29])[CH:10]1[CH2:9][CH2:8][CH:7]2[C:23]1([CH3:28])[O:24][CH2:25][CH2:26][O:27]1. The catalyst class is: 8. (6) Reactant: [NH2:1][C:2]1[C:11]([OH:12])=[CH:10][C:9]([Cl:13])=[CH:8][C:3]=1[C:4]([O:6][CH3:7])=[O:5].[K].C(O[C:18]([S-])=[S:19])C.Cl. Product: [Cl:13][C:9]1[CH:10]=[C:11]2[O:12][C:18](=[S:19])[NH:1][C:2]2=[C:3]([C:4]([O:6][CH3:7])=[O:5])[CH:8]=1. The catalyst class is: 17.